From a dataset of Experimentally validated miRNA-target interactions with 360,000+ pairs, plus equal number of negative samples. Binary Classification. Given a miRNA mature sequence and a target amino acid sequence, predict their likelihood of interaction. (1) The protein sequence of the target gene is MASAGTQHYSIGLRQKNSFKQSGPSGTVPATPPEKPSEGRVWPQAHQQVKPIWKLEKKQVETLSAGLGPGLLGVPPQPAYFFCPSTLCSSGTTAVIAGHSSSCYLHSLPDLFNSTLLYRRSSYRQKPYQQLESFCLRSSPSEKSPFSLPQKSLPVSLTANKATSSMVFSMAQPMASSSTEPYLCLAAAGENPSGKSLASAISGKIPSPLSSSYKPMLNNNSFMWPNSTPVPLLQTTQGLKPVSPPKIQPVSWHHSGGTGDCAPQPVDHKVPKSIGTVPADASAHIALSTASSHDTSTTSV.... Result: 0 (no interaction). The miRNA is hsa-miR-214-5p with sequence UGCCUGUCUACACUUGCUGUGC. (2) The miRNA is mmu-miR-200b-5p with sequence CAUCUUACUGGGCAGCAUUGGA. The protein sequence of the target gene is MKHYEVEIRDAKTREKLCFLDKVEPQATISEIKTLFTKTHPQWYPARQSLRLDPKGKSLKDEDVLQKLPVGTTATLYFRDLGAQISWVTVFLTEYAGPLFIYLLFYFRVPFIYGRKYDFTSSRHTVVHLACMCHSFHYIKRLLETLFVHRFSHGTMPLRNIFKNCTYYWGFAAWMAYYINHPLYTPPTYGVQQVKLALAVFVICQLGNFSIHMALRDLRPAGSKTRKIPYPTKNPFTWLFLLVSCPNYTYEVGSWIGFAILTQCVPVALFSLVGFTQMTIWAKGKHRSYLKEFRDYPPLR.... Result: 0 (no interaction). (3) The miRNA is hsa-miR-30e-3p with sequence CUUUCAGUCGGAUGUUUACAGC. The protein sequence of the target gene is MRSHTITMTTTSVSSWPYSSHRMRFITNHSDQPPQNFSATPNVTTCPMDEKLLSTVLTTSYSVIFIVGLVGNIIALYVFLGIHRKRNSIQIYLLNVAIADLLLIFCLPFRIMYHINQNKWTLGVILCKVVGTLFYMNMYISIILLGFISLDRYIKINRSIQQRKAITTKQSIYVCCIVWMLALGGFLTMIILTLKKGGHNSTMCFHYRDKHNAKGEAIFNFILVVMFWLIFLLIILSYIKIGKNLLRISKRRSKFPNSGKYATTARNSFIVLIIFTICFVPYHAFRFIYISSQLNVSSCY.... Result: 0 (no interaction). (4) The miRNA is hsa-miR-4436b-3p with sequence CAGGGCAGGAAGAAGUGGACAA. The protein sequence of the target gene is MAAKSDGRLKMKKSSDVAFTPLQNSDHSGSVQGLAPGLPSGSGAEDEEAAGGGCCPDGGGCSRCCCCCAGSGGSAGSGGSGGVAGPGGGGAGSAALCLRLGREQRRYSLWDCLWILAAVAVYFADVGTDVWLAVDYYLRGQRWWFGLTLFFVVLGSLSVQVFSFRWFVHDFSTEDSATAAAASSCPQPGADCKTVVGGGSAAGEGEARPSTPQRQASNASKSNIAAANSGSNSSGATRASGKHRSASCSFCIWLLQSLIHILQLGQIWRYFHTIYLGIRSRQSGENDRWRFYWKMVYEYA.... Result: 1 (interaction). (5) The miRNA is hsa-miR-4755-5p with sequence UUUCCCUUCAGAGCCUGGCUUU. Result: 0 (no interaction). The protein sequence of the target gene is MLLGRLTSQLLRAVPWAGGRPPWPVSGVLGSRVCGPLYSTSPAGPGRAASLPRKGAQLELEEMLVPRKMSVSPLESWLTARCFLPRLDTGTAGTVAPPQSYQCPPSQIGEGAEQGDEGVADAPQIQCKNVLKIRRRKMNHHKYRKLVKKTRFLRRKVQEGRLRRKQIKFEKDLRRIWLKAGLKEAPEGWQTPKIYLRGK. (6) The miRNA is hsa-miR-208b-5p with sequence AAGCUUUUUGCUCGAAUUAUGU. The protein sequence of the target gene is MATNFLAHEKIWFDKFKYDDAERRFYEQMNGPVTSGSRQENGASVILRDIARARENIQKSLAGSSGPGASSGPGGDHSELIVRITSLEVENQNLRGVVQDLQQAISKLEARLSSLEKSSPTPRATAPQTQHVSPMRQVEPPTKKGATPAEDDEDKDIDLFGSDEEEEDKEAARLREERLRQYAEKKAKKPTLVAKSSILLDVKPWDDETDMAQLETCVRSIQLDGLVWGASKLVPVGYGIRKLQIQCVVEDDKVGTDLLEEEITKFEEHVQSVDIAAFDKI. Result: 0 (no interaction).